Dataset: Full USPTO retrosynthesis dataset with 1.9M reactions from patents (1976-2016). Task: Predict the reactants needed to synthesize the given product. (1) The reactants are: [S:1]1[CH:5]=[CH:4][CH:3]=[C:2]1[C:6]1[CH:11]=[CH:10][N:9]=[C:8]2[N:12]([C@@H:15]3[O:21][C@H:20]([CH2:22][O:23]C(C4C=CC=CC=4)(C4C=CC(OC)=CC=4)C4C=CC(OC)=CC=4)[C@@H:18]([OH:19])[C@H:16]3[OH:17])[CH:13]=[N:14][C:7]=12.[C:47](OC(=O)C)(=[O:49])[CH3:48].C([O-])(O)=O.[Na+].[C:59](OCC)(=[O:61])[CH3:60]. Given the product [S:1]1[CH:5]=[CH:4][CH:3]=[C:2]1[C:6]1[CH:11]=[CH:10][N:9]=[C:8]2[N:12]([C@@H:15]3[O:21][C@H:20]([CH2:22][OH:23])[C@@H:18]([O:19][C:59](=[O:61])[CH3:60])[C@H:16]3[O:17][C:47](=[O:49])[CH3:48])[CH:13]=[N:14][C:7]=12, predict the reactants needed to synthesize it. (2) Given the product [F:16][C:17]1[CH:22]=[CH:21][C:20]([C:23]2[N:24]=[C:25]([CH:28]3[CH2:33][CH2:32][N:31]([C:8]([NH:7][C:2]4[CH:3]=[N:4][CH:5]=[CH:6][N:1]=4)=[O:15])[CH2:30][CH2:29]3)[S:26][CH:27]=2)=[CH:19][CH:18]=1, predict the reactants needed to synthesize it. The reactants are: [N:1]1[CH:6]=[CH:5][N:4]=[CH:3][C:2]=1[NH:7][C:8](=[O:15])OCC(Cl)(Cl)Cl.[F:16][C:17]1[CH:22]=[CH:21][C:20]([C:23]2[N:24]=[C:25]([CH:28]3[CH2:33][CH2:32][NH:31][CH2:30][CH2:29]3)[S:26][CH:27]=2)=[CH:19][CH:18]=1.C(N(C(C)C)CC)(C)C.O. (3) Given the product [Cl:17][C:12]1[C:13](=[O:14])[N:9]([C:4]2[CH:5]=[CH:6][C:7]([F:8])=[C:2]([Cl:1])[CH:3]=2)[N:10]([CH3:16])[C:11]=1[CH3:15], predict the reactants needed to synthesize it. The reactants are: [Cl:1][C:2]1[CH:3]=[C:4]([N:9]2[C:13](=[O:14])[CH:12]=[C:11]([CH3:15])[N:10]2[CH3:16])[CH:5]=[CH:6][C:7]=1[F:8].[Cl:17]N1C(=O)CCC1=O. (4) Given the product [CH3:1][O:2][CH2:3][C:4]1[C:5]([CH3:34])=[C:6]([C:10]2[CH:11]=[C:12]3[C:16](=[CH:17][CH:18]=2)[NH:15][N:14]=[C:13]3[C:25]2[NH:29][C:28]3[CH2:30][CH2:31][CH2:32][CH2:33][C:27]=3[N:26]=2)[CH:7]=[N:8][CH:9]=1, predict the reactants needed to synthesize it. The reactants are: [CH3:1][O:2][CH2:3][C:4]1[C:5]([CH3:34])=[C:6]([C:10]2[CH:11]=[C:12]3[C:16](=[CH:17][CH:18]=2)[N:15](C2CCCCO2)[N:14]=[C:13]3[C:25]2[NH:29][C:28]3[CH2:30][CH2:31][CH2:32][CH2:33][C:27]=3[N:26]=2)[CH:7]=[N:8][CH:9]=1.C([SiH](CC)CC)C.FC(F)(F)C(O)=O. (5) Given the product [CH3:1][O:2][C:3]([C:4]1[N:19]=[C:16]([CH3:17])[S:18][C:5]=1[C:6]1[CH:11]=[CH:10][CH:9]=[C:8]([Cl:12])[CH:7]=1)=[O:15], predict the reactants needed to synthesize it. The reactants are: [CH3:1][O:2][C:3](=[O:15])[C:4](=O)[CH:5](Cl)[C:6]1[CH:11]=[CH:10][CH:9]=[C:8]([Cl:12])[CH:7]=1.[C:16]([NH2:19])(=[S:18])[CH3:17]. (6) Given the product [NH2:3][C:4]1[C:14]([I:1])=[CH:13][C:12]([Br:15])=[C:6]2[C:7]([NH:9][C:10](=[O:11])[C:5]=12)=[O:8], predict the reactants needed to synthesize it. The reactants are: [I:1]I.[NH2:3][C:4]1[CH:14]=[CH:13][C:12]([Br:15])=[C:6]2[C:7]([NH:9][C:10](=[O:11])[C:5]=12)=[O:8].S([O-])([O-])(=O)=S.[Na+].[Na+]. (7) Given the product [CH:33]([C:2]1[N:3]=[C:4]2[CH2:10][C:9]3[CH:11]=[C:12]4[O:17][CH2:16][O:15][C:13]4=[CH:14][C:8]=3[C:7]([C:18]3[CH:23]=[CH:22][CH:21]=[CH:20][CH:19]=3)=[N:6][N:5]2[C:24]=1[CH3:25])=[O:34], predict the reactants needed to synthesize it. The reactants are: Br[C:2]1[N:3]=[C:4]2[CH2:10][C:9]3[CH:11]=[C:12]4[O:17][CH2:16][O:15][C:13]4=[CH:14][C:8]=3[C:7]([C:18]3[CH:23]=[CH:22][CH:21]=[CH:20][CH:19]=3)=[N:6][N:5]2[C:24]=1[CH3:25].C([Li])CCC.CN(C)[CH:33]=[O:34].O.